Predict the product of the given reaction. From a dataset of Forward reaction prediction with 1.9M reactions from USPTO patents (1976-2016). (1) Given the reactants P(=O)(O)(O)O.[K].Br[C:8]1[CH:9]=[C:10]([NH2:14])[CH:11]=[N:12][CH:13]=1.[F:15][C:16]1[CH:21]=[CH:20][CH:19]=[CH:18][C:17]=1B(O)O, predict the reaction product. The product is: [F:15][C:16]1[CH:21]=[CH:20][CH:19]=[CH:18][C:17]=1[C:8]1[CH:9]=[C:10]([NH2:14])[CH:11]=[N:12][CH:13]=1. (2) Given the reactants [C:1]1([N:7]2[C:15]3[C:10](=[CH:11][CH:12]=[CH:13][CH:14]=3)[C:9]([CH2:16][CH2:17][CH2:18]O)=[C:8]2[C:20]2[CH:25]=[CH:24][CH:23]=[CH:22][CH:21]=2)[CH:6]=[CH:5][CH:4]=[CH:3][CH:2]=1.[NH:26]1[CH2:31][CH2:30][CH:29]([C:32]2[CH:37]=[CH:36][C:35]([NH:38][C:39](=[O:42])[CH2:40][CH3:41])=[CH:34][CH:33]=2)[CH2:28][CH2:27]1, predict the reaction product. The product is: [C:1]1([N:7]2[C:15]3[C:10](=[CH:11][CH:12]=[CH:13][CH:14]=3)[C:9]([CH2:16][CH2:17][CH2:18][N:26]3[CH2:31][CH2:30][CH:29]([C:32]4[CH:37]=[CH:36][C:35]([NH:38][C:39](=[O:42])[CH2:40][CH3:41])=[CH:34][CH:33]=4)[CH2:28][CH2:27]3)=[C:8]2[C:20]2[CH:25]=[CH:24][CH:23]=[CH:22][CH:21]=2)[CH:6]=[CH:5][CH:4]=[CH:3][CH:2]=1. (3) Given the reactants [Cl:1][C:2]1[CH:10]=[CH:9][CH:8]=[C:7]2[C:3]=1[CH:4]([NH:29][C:30]([CH3:35])([CH3:34])[CH2:31]SC)[N:5]([C:12]1[CH:17]=[CH:16][C:15]([C:18]([F:27])([C:23]([F:26])([F:25])[F:24])[C:19]([F:22])([F:21])[F:20])=[CH:14][C:13]=1[CH3:28])[C:6]2=[O:11].Cl[C:37]1C=CC=C(C(OO)=O)C=1.[S:47]([O-:51])([O-])(=[O:49])=S.[Na+].[Na+].C(=O)([O-])O.[Na+], predict the reaction product. The product is: [Cl:1][C:2]1[CH:10]=[CH:9][CH:8]=[C:7]2[C:3]=1[CH:4]([NH:29][C:30]([CH3:34])([CH3:35])[CH2:31][S:47]([CH3:37])(=[O:51])=[O:49])[N:5]([C:12]1[CH:17]=[CH:16][C:15]([C:18]([F:27])([C:23]([F:26])([F:25])[F:24])[C:19]([F:21])([F:20])[F:22])=[CH:14][C:13]=1[CH3:28])[C:6]2=[O:11]. (4) Given the reactants [Cl:1][C:2]1[CH:7]=[C:6]([I:8])[CH:5]=[CH:4][C:3]=1[NH:9][C:10]1[N:15]([CH3:16])[C:14](=[O:17])[N:13]([CH3:18])[C:12](=[O:19])[C:11]=1[C:20](OC1C=CC=CC=1)=[O:21].[CH3:29][C:30]1([CH3:38])[O:34][C@@H:33]([CH2:35][O:36][NH2:37])[CH2:32][O:31]1, predict the reaction product. The product is: [Cl:1][C:2]1[CH:7]=[C:6]([I:8])[CH:5]=[CH:4][C:3]=1[NH:9][C:10]1[N:15]([CH3:16])[C:14](=[O:17])[N:13]([CH3:18])[C:12](=[O:19])[C:11]=1[C:20]([NH:37][O:36][CH2:35][C@H:33]1[CH2:32][O:31][C:30]([CH3:38])([CH3:29])[O:34]1)=[O:21]. (5) Given the reactants [Cl:1][C:2]1[N:6]([CH2:7][CH:8]=[C:9]([CH3:16])[CH2:10][CH2:11][CH:12]=[C:13]([CH3:15])[CH3:14])[C:5]2[CH:17]=[CH:18][CH:19]=[CH:20][C:4]=2[N:3]=1.[OH-:21].[Na+].[BH4-].[Na+].O, predict the reaction product. The product is: [CH2:20]([O:21][C:13]([CH3:14])([CH3:15])[CH2:12][CH2:11][CH2:10][C:9]([CH3:16])=[CH:8][CH2:7][N:6]1[C:5]2[CH:17]=[CH:18][CH:19]=[CH:20][C:4]=2[N:3]=[C:2]1[Cl:1])[CH2:4][CH2:5][CH3:17]. (6) The product is: [C:45]12([NH:50][C:38]([C:5]3[N:10]=[C:9]([O:11][CH2:12][C@H:13]4[CH2:15][C@H:14]4[C:16]#[N:17])[CH:8]=[C:7]([N:18]4[CH2:23][CH2:22][CH:21]([C:24]5[C:32]6[C:27](=[N:28][CH:29]=[CH:30][CH:31]=6)[NH:26][N:25]=5)[CH2:20][CH2:19]4)[N:6]=3)=[O:41])[CH2:49][CH:47]([CH2:48]1)[CH2:46]2. Given the reactants CS([C:5]1[N:10]=[C:9]([O:11][CH2:12][C@H:13]2[CH2:15][C@H:14]2[C:16]#[N:17])[CH:8]=[C:7]([N:18]2[CH2:23][CH2:22][CH:21]([C:24]3[C:32]4[C:27](=[N:28][CH:29]=[CH:30][CH:31]=4)[NH:26][N:25]=3)[CH2:20][CH2:19]2)[N:6]=1)(=O)=O.C(#N)CC#N.[C:38]([O-:41])([O-])=O.[K+].[K+].Cl.[C:45]12([NH2:50])[CH2:49][CH:47]([CH2:48]1)[CH2:46]2.C(OO)(=O)C, predict the reaction product. (7) Given the reactants O[C:2]1([C:15]#[C:16][C:17]2[CH:18]=[N:19][C:20]([O:23][CH3:24])=[CH:21][CH:22]=2)[CH2:7][CH2:6][N:5]([C:8]([O:10][C:11]([CH3:14])([CH3:13])[CH3:12])=[O:9])[CH2:4][CH2:3]1.P(Br)(Br)Br.O.C(O)(=O)CC(CC(O)=O)(C(O)=O)O, predict the reaction product. The product is: [CH3:24][O:23][C:20]1[N:19]=[CH:18][C:17]([C:16]#[C:15][C:2]2[CH2:7][CH2:6][N:5]([C:8]([O:10][C:11]([CH3:14])([CH3:13])[CH3:12])=[O:9])[CH2:4][CH:3]=2)=[CH:22][CH:21]=1. (8) Given the reactants [CH3:1][C:2]1[CH:6]=[CH:5][NH:4][N:3]=1.[H-].[Na+].Cl[C:10]1[N:19]=[C:18]([CH3:20])[CH:17]=[CH:16][C:11]=1[C:12]([O:14][CH3:15])=[O:13], predict the reaction product. The product is: [CH3:20][C:18]1[CH:17]=[CH:16][C:11]([C:12]([O:14][CH3:15])=[O:13])=[C:10]([N:4]2[CH:5]=[CH:6][C:2]([CH3:1])=[N:3]2)[N:19]=1.